This data is from Reaction yield outcomes from USPTO patents with 853,638 reactions. The task is: Predict the reaction yield, written as a fraction of the theoretical maximum amount of product (1.0 means a 100% yield; for example, 0.34 means a 34% yield). (1) The reactants are [NH2:1][C:2]1[CH:3]=[CH:4][C:5]2[S:10][CH2:9][C:8](=[O:11])[N:7]([CH3:12])[C:6]=2[CH:13]=1.[Cl:14][C:15]1[N:20]=[C:19](Cl)[C:18]([CH3:22])=[CH:17][N:16]=1. The catalyst is CO. The product is [Cl:14][C:15]1[N:20]=[C:19]([NH:1][C:2]2[CH:3]=[CH:4][C:5]3[S:10][CH2:9][C:8](=[O:11])[N:7]([CH3:12])[C:6]=3[CH:13]=2)[C:18]([CH3:22])=[CH:17][N:16]=1. The yield is 0.130. (2) The catalyst is ClCCl.O1CCOCC1. The product is [ClH:28].[ClH:28].[NH:8]1[CH2:13][CH2:12][CH2:11][CH:10]([NH:14][C@H:15]([C:20]([O:22][CH:23]2[CH2:24][CH2:25][CH2:26][CH2:27]2)=[O:21])[CH2:16][CH:17]([CH3:19])[CH3:18])[CH2:9]1. The yield is 0.240. The reactants are C(OC([N:8]1[CH2:13][CH2:12][CH2:11][CH:10]([NH:14][C@H:15]([C:20]([O:22][CH:23]2[CH2:27][CH2:26][CH2:25][CH2:24]2)=[O:21])[CH2:16][CH:17]([CH3:19])[CH3:18])[CH2:9]1)=O)(C)(C)C.[ClH:28]. (3) The reactants are C1(P(C2C=CC=CC=2)C2C=CC=CC=2)C=CC=CC=1.BrN1C(=O)CCC1=O.[CH:28]1([CH2:33][C@H:34]([C:38]2[CH:43]=[CH:42][C:41]([Cl:44])=[C:40]([Cl:45])[CH:39]=2)[C:35]([OH:37])=O)[CH2:32][CH2:31][CH2:30][CH2:29]1.[CH3:46][O:47][C:48](=[O:56])[C:49]1[CH:54]=[CH:53][C:52]([NH2:55])=[N:51][CH:50]=1.N1C=CC=CC=1. The catalyst is C(Cl)Cl.O. The product is [CH3:46][O:47][C:48](=[O:56])[C:49]1[CH:54]=[CH:53][C:52]([NH:55][C:35](=[O:37])[C@@H:34]([C:38]2[CH:43]=[CH:42][C:41]([Cl:44])=[C:40]([Cl:45])[CH:39]=2)[CH2:33][CH:28]2[CH2:29][CH2:30][CH2:31][CH2:32]2)=[N:51][CH:50]=1. The yield is 0.840. (4) The catalyst is CO. The reactants are [NH2:1][CH2:2][C@@H:3]1[C@@H:11]([C@@:12]2([CH3:21])[CH2:17][CH2:16][C@H:15]([OH:18])[CH2:14][C@@H:13]2[CH2:19][OH:20])[CH2:10][CH2:9][C@@:8]2([CH3:22])[C@H:4]1[CH2:5][CH2:6][C:7]2=[CH2:23].[F:24][C:25]1([F:36])[O:29][C:28]2[CH:30]=[CH:31][C:32]([CH:34]=O)=[CH:33][C:27]=2[O:26]1.[BH4-].[Na+]. The yield is 0.810. The product is [F:36][C:25]1([F:24])[O:29][C:28]2[CH:30]=[CH:31][C:32]([CH2:34][NH:1][CH2:2][C@@H:3]3[C@@H:11]([C@@:12]4([CH3:21])[CH2:17][CH2:16][C@H:15]([OH:18])[CH2:14][C@@H:13]4[CH2:19][OH:20])[CH2:10][CH2:9][C@@:8]4([CH3:22])[C@H:4]3[CH2:5][CH2:6][C:7]4=[CH2:23])=[CH:33][C:27]=2[O:26]1. (5) The reactants are Cl.[F:2][C:3]([F:20])([F:19])[O:4][C:5]1[CH:18]=[CH:17][C:8]([C:9]([CH:11]2[CH2:16][CH2:15][NH:14][CH2:13][CH2:12]2)=[O:10])=[CH:7][CH:6]=1.C(N(CC)CC)C.[CH:28]1([C:34](Cl)=[O:35])[CH2:33][CH2:32][CH2:31][CH2:30][CH2:29]1. The catalyst is C(Cl)Cl. The product is [CH:28]1([C:34]([N:14]2[CH2:15][CH2:16][CH:11]([C:9](=[O:10])[C:8]3[CH:7]=[CH:6][C:5]([O:4][C:3]([F:19])([F:2])[F:20])=[CH:18][CH:17]=3)[CH2:12][CH2:13]2)=[O:35])[CH2:33][CH2:32][CH2:31][CH2:30][CH2:29]1. The yield is 0.250. (6) The reactants are C(O[C:6]([N:8]1[CH2:13][CH2:12][C:11]([CH2:15][NH2:16])([OH:14])[CH2:10][CH2:9]1)=O)(C)(C)C.[H-].[Al+3].[Li+].[H-].[H-].[H-].O.O.O.O.C(C(C(C([O-])=O)O)O)([O-])=O.[Na+].[K+]. The catalyst is O1CCCC1. The yield is 0.740. The product is [NH2:16][CH2:15][C:11]1([OH:14])[CH2:12][CH2:13][N:8]([CH3:6])[CH2:9][CH2:10]1. (7) The yield is 0.940. The reactants are C([O:4][C@@H:5]1[C@@H:11]([O:12]C(=O)C)[C@:10]2([C:17]3[CH:22]=[CH:21][C:20]([Cl:23])=[C:19]([C:24](=[O:34])[C:25]4[CH:30]=[CH:29][C:28]([O:31][CH2:32][CH3:33])=[CH:27][CH:26]=4)[CH:18]=3)[O:16][C@@:7]([CH2:35][O:36]C(=O)C)([CH2:8][O:9]2)[C@H:6]1[O:40]C(=O)C)(=O)C.C[O-].[Na+]. The catalyst is CO.O1CCCC1. The product is [Cl:23][C:20]1[CH:21]=[CH:22][C:17]([C@@:10]23[O:16][C@@:7]([CH2:35][OH:36])([CH2:8][O:9]2)[C@@H:6]([OH:40])[C@H:5]([OH:4])[C@H:11]3[OH:12])=[CH:18][C:19]=1[C:24]([C:25]1[CH:26]=[CH:27][C:28]([O:31][CH2:32][CH3:33])=[CH:29][CH:30]=1)=[O:34]. (8) The reactants are S(=O)(=O)(O)O.[OH:6][C:7]1[CH:8]=[C:9]([CH:13]=[CH:14][C:15]=1[I:16])[C:10]([OH:12])=[O:11].[CH3:17]O. No catalyst specified. The product is [OH:6][C:7]1[CH:8]=[C:9]([CH:13]=[CH:14][C:15]=1[I:16])[C:10]([O:12][CH3:17])=[O:11]. The yield is 0.700.